The task is: Regression/Classification. Given a drug SMILES string, predict its absorption, distribution, metabolism, or excretion properties. Task type varies by dataset: regression for continuous measurements (e.g., permeability, clearance, half-life) or binary classification for categorical outcomes (e.g., BBB penetration, CYP inhibition). Dataset: cyp2c9_veith.. This data is from CYP2C9 inhibition data for predicting drug metabolism from PubChem BioAssay. (1) The molecule is O=S(=O)(c1ccccc1)N1CCN(S(=O)(=O)c2ccccc2)c2ccccc21. The result is 1 (inhibitor). (2) The molecule is Cc1c(NC(=O)NC(C)N2C(=O)C3C4C=CC(C4)C3C2=O)c(=O)n(-c2ccccc2)n1C. The result is 0 (non-inhibitor). (3) The molecule is NCCS(=O)(=O)O. The result is 0 (non-inhibitor). (4) The compound is Cc1ccc(S(=O)(=O)N(C)c2cc(S(=O)(=O)N3CCC(C)CC3)c(C)cc2C)cc1. The result is 1 (inhibitor). (5) The molecule is Cc1cccc(Cl)c1NC[C@H](O)CN1CCN(C)CC1. The result is 0 (non-inhibitor). (6) The molecule is CCN1CCC[C@@H]1CNC(=O)c1cc(S(N)(=O)=O)ccc1OC. The result is 0 (non-inhibitor).